This data is from Catalyst prediction with 721,799 reactions and 888 catalyst types from USPTO. The task is: Predict which catalyst facilitates the given reaction. Reactant: Cl.[F:2][C:3]1[CH:4]=[C:5]([CH:9]=[C:10]([F:12])[CH:11]=1)[C:6]([NH2:8])=[O:7].FC(F)(F)C(O)=O.C1(C)C=CC=CC=1. Product: [F:2][C:3]1[CH:4]=[C:5]([CH:9]=[C:10]([F:12])[CH:11]=1)[C:6]([NH2:8])=[O:7]. The catalyst class is: 4.